Dataset: Forward reaction prediction with 1.9M reactions from USPTO patents (1976-2016). Task: Predict the product of the given reaction. (1) Given the reactants [CH3:1][C@@H:2]1[CH2:7][CH2:6][N:5]([C:8]([O:10][C:11]([CH3:14])([CH3:13])[CH3:12])=[O:9])[CH2:4][C@@H:3]1[C:15]1[N:19]2[C:20]3[CH:26]=[CH:25][N:24](S(C4C=CC(C)=CC=4)(=O)=O)[C:21]=3[N:22]=[CH:23][C:18]2=[CH:17][N:16]=1.[OH-].[Na+].Cl, predict the reaction product. The product is: [C:15]1([C@@H:3]2[C@H:2]([CH3:1])[CH2:7][CH2:6][N:5]([C:8]([O:10][C:11]([CH3:12])([CH3:14])[CH3:13])=[O:9])[CH2:4]2)[N:19]2[C:20]3[CH:26]=[CH:25][NH:24][C:21]=3[N:22]=[CH:23][C:18]2=[CH:17][N:16]=1. (2) Given the reactants [OH:1][C:2]1[CH:14]=[C:13]2[C:5]([C:6]3[C:7]([C:18]4[CH:23]=[CH:22][CH:21]=[C:20]([N:24]5[CH2:32][C:31]6[C:26](=[CH:27][C:28]([CH3:33])=[CH:29][CH:30]=6)[C:25]5=[O:34])[C:19]=4[CH3:35])=[CH:8][CH:9]=[C:10]([C:15]([NH2:17])=[O:16])[C:11]=3[NH:12]2)=[CH:4][CH:3]=1.C(=O)([O-])[O-].[K+].[K+].Br[CH2:43][CH2:44][O:45][Si](C(C)(C)C)(C)C, predict the reaction product. The product is: [OH:45][CH2:44][CH2:43][O:1][C:2]1[CH:14]=[C:13]2[C:5]([C:6]3[C:7]([C:18]4[CH:23]=[CH:22][CH:21]=[C:20]([N:24]5[CH2:32][C:31]6[C:26](=[CH:27][C:28]([CH3:33])=[CH:29][CH:30]=6)[C:25]5=[O:34])[C:19]=4[CH3:35])=[CH:8][CH:9]=[C:10]([C:15]([NH2:17])=[O:16])[C:11]=3[NH:12]2)=[CH:4][CH:3]=1. (3) Given the reactants [Cl-].[CH3:2][O:3][C:4]1[CH:9]=[CH:8][C:7]([S+:10]2[C:14]3[CH:15]=[CH:16][CH:17]=[CH:18][C:13]=3[C:12]3[CH:19]=[CH:20][CH:21]=[CH:22][C:11]2=3)=[CH:6][C:5]=1[CH:23]([CH2:42][C:43]([O:45][C:46]1([CH3:56])[CH:53]2[CH2:54][CH:49]3[CH2:50][CH:51]([CH2:55][CH:47]1[CH2:48]3)[CH2:52]2)=[O:44])[C:24]([O:26][CH2:27][C:28]([O:30][C:31]1([CH3:41])[CH:38]2[CH2:39][CH:34]3[CH2:35][CH:36]([CH2:40][CH:32]1[CH2:33]3)[CH2:37]2)=[O:29])=[O:25].[F:57][C:58]([F:70])([S:66]([O-:69])(=[O:68])=[O:67])[CH2:59][O:60][C:61](=[O:65])[C:62]([CH3:64])=[CH2:63].C[N+](C)(C)CC1C=CC=CC=1.O, predict the reaction product. The product is: [F:70][C:58]([F:57])([S:66]([O-:69])(=[O:68])=[O:67])[CH2:59][O:60][C:61](=[O:65])[C:62]([CH3:64])=[CH2:63].[CH3:2][O:3][C:4]1[CH:9]=[CH:8][C:7]([S+:10]2[C:11]3[CH:22]=[CH:21][CH:20]=[CH:19][C:12]=3[C:13]3[CH:18]=[CH:17][CH:16]=[CH:15][C:14]2=3)=[CH:6][C:5]=1[CH:23]([CH2:42][C:43]([O:45][C:46]1([CH3:56])[CH:47]2[CH2:55][CH:51]3[CH2:50][CH:49]([CH2:54][CH:53]1[CH2:52]3)[CH2:48]2)=[O:44])[C:24]([O:26][CH2:27][C:28]([O:30][C:31]1([CH3:41])[CH:38]2[CH2:39][CH:34]3[CH2:35][CH:36]([CH2:40][CH:32]1[CH2:33]3)[CH2:37]2)=[O:29])=[O:25].